From a dataset of Reaction yield outcomes from USPTO patents with 853,638 reactions. Predict the reaction yield, written as a fraction of the theoretical maximum amount of product (1.0 means a 100% yield; for example, 0.34 means a 34% yield). (1) The reactants are Br[CH2:2][CH2:3][CH:4]1[CH2:9][CH2:8][N:7]([C:10]([O:12][C:13]([CH3:16])([CH3:15])[CH3:14])=[O:11])[CH2:6][CH2:5]1.[CH3:17][NH:18][C:19]1[S:20][CH:21]=[CH:22][N:23]=1.[I-].[K+]. The catalyst is CN(C=O)C. The product is [CH3:17]/[N:18]=[C:19]1\[S:20][CH:21]=[CH:22][N:23]\1[CH2:2][CH2:3][CH:4]1[CH2:9][CH2:8][N:7]([C:10]([O:12][C:13]([CH3:16])([CH3:15])[CH3:14])=[O:11])[CH2:6][CH2:5]1. The yield is 0.220. (2) The reactants are [OH-].[K+].[C:3]([C:6]1[N:11]=[C:10]([C:12]2[CH:17]=[C:16]([F:18])[C:15]([C:19]3[CH:24]=[CH:23][C:22]([CH2:25][C:26]([O:28]C)=[O:27])=[CH:21][C:20]=3[Cl:30])=[C:14]([F:31])[CH:13]=2)[C:9]([CH3:32])=[N:8][C:7]=1[CH3:33])(=[O:5])[NH2:4].Cl. The catalyst is C(O)(C)(C)C. The product is [C:3]([C:6]1[N:11]=[C:10]([C:12]2[CH:17]=[C:16]([F:18])[C:15]([C:19]3[CH:24]=[CH:23][C:22]([CH2:25][C:26]([OH:28])=[O:27])=[CH:21][C:20]=3[Cl:30])=[C:14]([F:31])[CH:13]=2)[C:9]([CH3:32])=[N:8][C:7]=1[CH3:33])(=[O:5])[NH2:4]. The yield is 0.770. (3) The reactants are Cl.[F:2][C:3]1([C:9]([O:11][CH2:12][CH3:13])=[O:10])[CH2:8][CH2:7][NH:6][CH2:5][CH2:4]1.Cl[C:15]1[N:20]=[CH:19][C:18]([B:21]([OH:23])[OH:22])=[CH:17][N:16]=1.O.O.O.O.O.O.O.O.O.O.C(=O)([O-])[O-].[Na+].[Na+]. The catalyst is C(O)C. The product is [CH2:12]([O:11][C:9]([C:3]1([F:2])[CH2:4][CH2:5][N:6]([C:15]2[N:20]=[CH:19][C:18]([B:21]([OH:23])[OH:22])=[CH:17][N:16]=2)[CH2:7][CH2:8]1)=[O:10])[CH3:13]. The yield is 0.970. (4) The reactants are [OH:1][CH2:2][CH:3]1[NH:8][CH2:7][CH2:6][N:5]([C:9]([O:11][C:12]([CH3:15])([CH3:14])[CH3:13])=[O:10])[CH2:4]1.[Cl:16][C:17]1[CH:18]=[C:19]([N:23]=[C:24]=[O:25])[CH:20]=[CH:21][CH:22]=1. The catalyst is O1CCCC1. The product is [Cl:16][C:17]1[CH:18]=[C:19]([NH:23][C:24]([N:8]2[CH2:7][CH2:6][N:5]([C:9]([O:11][C:12]([CH3:15])([CH3:14])[CH3:13])=[O:10])[CH2:4][CH:3]2[CH2:2][OH:1])=[O:25])[CH:20]=[CH:21][CH:22]=1. The yield is 0.778. (5) The reactants are [OH:1][C:2]1[CH:9]=[C:8]([O:10][CH2:11][O:12][CH3:13])[CH:7]=[CH:6][C:3]=1[CH:4]=[O:5].[CH2:14](Br)[C:15]1[CH:20]=[CH:19][CH:18]=[CH:17][CH:16]=1.C(=O)([O-])[O-].[K+].[K+].CN(C)C=O. The catalyst is O. The product is [CH2:14]([O:1][C:2]1[CH:9]=[C:8]([O:10][CH2:11][O:12][CH3:13])[CH:7]=[CH:6][C:3]=1[CH:4]=[O:5])[C:15]1[CH:20]=[CH:19][CH:18]=[CH:17][CH:16]=1. The yield is 0.990. (6) The reactants are [F:1][C:2]([F:24])([C:17]1[CH:22]=[CH:21][C:20]([F:23])=[CH:19][N:18]=1)[C:3]1[N:12]=[C:11](SC)[C:10]2[C:5](=[C:6]([C:15]#[N:16])[CH:7]=[CH:8][CH:9]=2)[N:4]=1.ClC1C=CC=C(C(OO)=O)C=1.S([O-])([O-])(=O)=S.[Na+].[Na+].C(=O)(O)[O-].[Na+].[CH3:48][C:49]1[NH:53][N:52]=[C:51]([NH2:54])[CH:50]=1. The catalyst is C(Cl)Cl.C1COCC1. The product is [F:1][C:2]([F:24])([C:17]1[CH:22]=[CH:21][C:20]([F:23])=[CH:19][N:18]=1)[C:3]1[N:12]=[C:11]([NH:54][C:51]2[CH:50]=[C:49]([CH3:48])[NH:53][N:52]=2)[C:10]2[C:5](=[C:6]([C:15]#[N:16])[CH:7]=[CH:8][CH:9]=2)[N:4]=1. The yield is 0.410.